Dataset: NCI-60 drug combinations with 297,098 pairs across 59 cell lines. Task: Regression. Given two drug SMILES strings and cell line genomic features, predict the synergy score measuring deviation from expected non-interaction effect. (1) Drug 1: CNC(=O)C1=NC=CC(=C1)OC2=CC=C(C=C2)NC(=O)NC3=CC(=C(C=C3)Cl)C(F)(F)F. Drug 2: C(CN)CNCCSP(=O)(O)O. Cell line: KM12. Synergy scores: CSS=5.19, Synergy_ZIP=-0.127, Synergy_Bliss=-0.887, Synergy_Loewe=-12.2, Synergy_HSA=-4.40. (2) Drug 1: CCC1=C2CN3C(=CC4=C(C3=O)COC(=O)C4(CC)O)C2=NC5=C1C=C(C=C5)O. Drug 2: CCC1(C2=C(COC1=O)C(=O)N3CC4=CC5=C(C=CC(=C5CN(C)C)O)N=C4C3=C2)O.Cl. Cell line: PC-3. Synergy scores: CSS=35.3, Synergy_ZIP=-5.05, Synergy_Bliss=-0.325, Synergy_Loewe=1.15, Synergy_HSA=7.50.